Predict the reactants needed to synthesize the given product. From a dataset of Full USPTO retrosynthesis dataset with 1.9M reactions from patents (1976-2016). (1) The reactants are: [C@H]12O[C@H:6]1[CH2:5][CH2:4][C@@H:3]([NH:8][C:9](=O)OC(C)(C)C)C2.C1(C(C2C=CC=CC=2)(C2C=CC=CC=2)S)C=CC=CC=1.[C:36](#[N:38])[CH3:37]. Given the product [CH2:4]1[CH2:3][N:8]2[C:6](=[N:38][CH2:36][CH2:37][CH2:9]2)[CH2:5]1, predict the reactants needed to synthesize it. (2) The reactants are: Br[C:2]1[CH:7]=[CH:6][C:5]([Br:8])=[CH:4][N:3]=1.[NH:9]1[CH:13]=[CH:12][N:11]=[CH:10]1.C(=O)([O-])[O-].[K+].[K+]. Given the product [Br:8][C:5]1[CH:6]=[CH:7][C:2]([N:9]2[CH:13]=[CH:12][N:11]=[CH:10]2)=[N:3][CH:4]=1, predict the reactants needed to synthesize it. (3) Given the product [O:23]1[C:24]2[CH:30]=[CH:29][CH:28]=[CH:27][C:25]=2[N:26]=[C:22]1[NH:21][C:20]([CH:11]([C:8]1[CH:7]=[CH:6][C:5]([C:4]([OH:32])=[O:3])=[CH:10][CH:9]=1)[CH2:12][C:13]1[CH:14]=[CH:15][C:16]([F:19])=[CH:17][CH:18]=1)=[O:31], predict the reactants needed to synthesize it. The reactants are: C([O:3][C:4](=[O:32])[C:5]1[CH:10]=[CH:9][C:8]([CH:11]([C:20](=[O:31])[NH:21][C:22]2[O:23][C:24]3[CH:30]=[CH:29][CH:28]=[CH:27][C:25]=3[N:26]=2)[CH2:12][C:13]2[CH:18]=[CH:17][C:16]([F:19])=[CH:15][CH:14]=2)=[CH:7][CH:6]=1)C. (4) Given the product [C:1]([NH:18][CH:19]([CH:24]1[CH2:29][CH2:28][N:27]([C:30]([O:32][C:33]([CH3:36])([CH3:35])[CH3:34])=[O:31])[CH2:26][CH2:25]1)[CH2:20][CH2:21][OH:22])([O:3][CH2:4][CH:5]1[C:6]2[C:11](=[CH:10][CH:9]=[CH:8][CH:7]=2)[C:12]2[C:17]1=[CH:16][CH:15]=[CH:14][CH:13]=2)=[O:2], predict the reactants needed to synthesize it. The reactants are: [C:1]([NH:18][CH:19]([CH:24]1[CH2:29][CH2:28][N:27]([C:30]([O:32][C:33]([CH3:36])([CH3:35])[CH3:34])=[O:31])[CH2:26][CH2:25]1)[CH2:20][C:21](O)=[O:22])([O:3][CH2:4][CH:5]1[C:17]2[C:12](=[CH:13][CH:14]=[CH:15][CH:16]=2)[C:11]2[C:6]1=[CH:7][CH:8]=[CH:9][CH:10]=2)=[O:2].ClC(OCC)=O.[BH4-].[Na+]. (5) Given the product [F:15][C:13]1[CH:12]=[CH:11][C:5]2[O:6][CH:7]=[C:1]([CH3:2])[C:4]=2[CH:14]=1, predict the reactants needed to synthesize it. The reactants are: [C:1]([C:4]1[CH:14]=[C:13]([F:15])[CH:12]=[CH:11][C:5]=1[O:6][CH2:7]C(O)=O)(=O)[CH3:2].C([O-])(=O)C.[Na+].O.